Dataset: Catalyst prediction with 721,799 reactions and 888 catalyst types from USPTO. Task: Predict which catalyst facilitates the given reaction. (1) Reactant: C1C=C[NH+]=CC=1.[O-][Cr](Cl)(=O)=O.[OH:12][C@H:13]1[CH2:17][N:16]([C:18]([O:20][C:21]([CH3:24])([CH3:23])[CH3:22])=[O:19])[C@H:15]([C:25]([O:27][CH3:28])=[O:26])[CH2:14]1.CCOC(C)=O. Product: [O:12]=[C:13]1[CH2:17][N:16]([C:18]([O:20][C:21]([CH3:22])([CH3:23])[CH3:24])=[O:19])[C@H:15]([C:25]([O:27][CH3:28])=[O:26])[CH2:14]1. The catalyst class is: 2. (2) Reactant: [NH2:1][C:2]([C:4]1[CH:8]=[C:7]([C:9]2[C:14]([F:15])=[CH:13][C:12]([C:16]([OH:19])([CH3:18])[CH3:17])=[CH:11][C:10]=2[F:20])[S:6][C:5]=1[NH:21][C:22]1[N:27]=[C:26]([CH2:28][N:29]2[CH:33]=[C:32]([C:34]([O-])=[O:35])[N:31]=[N:30]2)[CH:25]=[CH:24][CH:23]=1)=[O:3].[K+].C1C=CC2N(O)N=[N:44][C:42]=2C=1.C(Cl)CCl.Cl.CN.CCN(C(C)C)C(C)C. Product: [NH2:1][C:2]([C:4]1[CH:8]=[C:7]([C:9]2[C:10]([F:20])=[CH:11][C:12]([C:16]([OH:19])([CH3:17])[CH3:18])=[CH:13][C:14]=2[F:15])[S:6][C:5]=1[NH:21][C:22]1[N:27]=[C:26]([CH2:28][N:29]2[CH:33]=[C:32]([C:34]([NH:44][CH3:42])=[O:35])[N:31]=[N:30]2)[CH:25]=[CH:24][CH:23]=1)=[O:3]. The catalyst class is: 18. (3) Reactant: [CH:1]1[C:13]2[NH:12][C:11]3[C:6](=[CH:7][CH:8]=[CH:9][CH:10]=3)[C:5]=2[CH:4]=[CH:3][CH:2]=1.[H-].[Na+].Br[CH2:17][CH2:18][CH2:19][CH2:20][C:21]([O:23][CH2:24]C)=[O:22]. Product: [CH3:24][O:23][C:21](=[O:22])[CH2:20][CH2:19][CH2:18][CH2:17][N:12]1[C:11]2[CH:10]=[CH:9][CH:8]=[CH:7][C:6]=2[C:5]2[C:13]1=[CH:1][CH:2]=[CH:3][CH:4]=2. The catalyst class is: 3. (4) Product: [Cl:1][C:2]1[CH:36]=[CH:35][C:5]2[N:6]([CH:22]3[CH2:23][CH2:24][NH:25][CH2:26][CH2:27]3)[C:7]([CH2:9][N:10]3[C:14]4=[CH:15][N:16]=[CH:17][CH:18]=[C:13]4[C:12]4([CH2:20][CH2:19]4)[C:11]3=[O:21])=[N:8][C:4]=2[CH:3]=1. The catalyst class is: 5. Reactant: [Cl:1][C:2]1[CH:36]=[CH:35][C:5]2[N:6]([CH:22]3[CH2:27][CH2:26][N:25](C(OC(C)(C)C)=O)[CH2:24][CH2:23]3)[C:7]([CH2:9][N:10]3[C:14]4=[CH:15][N:16]=[CH:17][CH:18]=[C:13]4[C:12]4([CH2:20][CH2:19]4)[C:11]3=[O:21])=[N:8][C:4]=2[CH:3]=1.Cl.C(=O)([O-])[O-].[Na+].[Na+]. (5) Reactant: Cl.[CH2:2]([O:4][C:5](=[O:9])[CH2:6][CH2:7][NH2:8])[CH3:3].Cl[C:11]1[N:16]=[C:15]([O:17][CH3:18])[C:14]([N+:19]([O-:21])=[O:20])=[C:13]([O:22][CH3:23])[N:12]=1. Product: [CH3:18][O:17][C:15]1[C:14]([N+:19]([O-:21])=[O:20])=[C:13]([O:22][CH3:23])[N:12]=[C:11]([NH:8][CH2:7][CH2:6][C:5]([O:4][CH2:2][CH3:3])=[O:9])[N:16]=1. The catalyst class is: 8. (6) Reactant: C([O:3][C:4]([C:6]1[C:11]([NH:12][C:13]2[CH:18]=[CH:17][C:16]([C:19]#[CH:20])=[CH:15][C:14]=2[F:21])=[CH:10][C:9](=[O:22])[N:8]([CH3:23])[CH:7]=1)=[O:5])C.[OH-].[Na+]. Product: [C:19]([C:16]1[CH:17]=[CH:18][C:13]([NH:12][C:11]2[C:6]([C:4]([OH:5])=[O:3])=[CH:7][N:8]([CH3:23])[C:9](=[O:22])[CH:10]=2)=[C:14]([F:21])[CH:15]=1)#[CH:20]. The catalyst class is: 14.